This data is from Full USPTO retrosynthesis dataset with 1.9M reactions from patents (1976-2016). The task is: Predict the reactants needed to synthesize the given product. (1) The reactants are: [CH:1]1[C:10]2[C:5](=[CH:6][CH:7]=[C:8]([OH:11])[CH:9]=2)[CH:4]=[CH:3][N:2]=1.[C:12](O)(=[O:14])[CH3:13]. Given the product [C:12]([O:11][C:8]1[CH:9]=[C:10]2[C:5]([CH2:4][CH2:3][NH:2][CH2:1]2)=[CH:6][CH:7]=1)(=[O:14])[CH3:13], predict the reactants needed to synthesize it. (2) Given the product [C:25]([O:1][C:2]1[CH:7]=[CH:6][CH:5]=[C:4]([C:8]2[NH:17][C:16](=[O:18])[C:15]3[C:10](=[CH:11][CH:12]=[CH:13][CH:14]=3)[N:9]=2)[CH:3]=1)(=[O:27])[CH3:26], predict the reactants needed to synthesize it. The reactants are: [OH:1][C:2]1[CH:3]=[C:4]([C:8]2[NH:17][C:16](=[O:18])[C:15]3[C:10](=[CH:11][CH:12]=[CH:13][CH:14]=3)[N:9]=2)[CH:5]=[CH:6][CH:7]=1.N1C=CC=CC=1.[C:25](OC(=O)C)(=[O:27])[CH3:26].